From a dataset of Reaction yield outcomes from USPTO patents with 853,638 reactions. Predict the reaction yield, written as a fraction of the theoretical maximum amount of product (1.0 means a 100% yield; for example, 0.34 means a 34% yield). (1) The reactants are [Br:1][C:2]1[CH:9]=[CH:8][C:5]([C:6]#[N:7])=[C:4](F)[CH:3]=1.[CH3:11][O-:12].[Na+].C(Cl)Cl. The catalyst is C1COCC1. The product is [Br:1][C:2]1[CH:9]=[CH:8][C:5]([C:6]#[N:7])=[C:4]([O:12][CH3:11])[CH:3]=1. The yield is 0.800. (2) The reactants are [C:1]([C:4]12[CH2:13][CH:8]([C:9]([CH3:12])=[CH:10][CH2:11]1)[C:7](=[O:14])[CH2:6][CH:5]2[CH3:15])([CH3:3])=[CH2:2]. The catalyst is CO.[Pd]. The product is [CH:1]([C:4]12[CH2:13][CH:8]([CH:9]([CH3:12])[CH2:10][CH2:11]1)[C:7](=[O:14])[CH2:6][CH:5]2[CH3:15])([CH3:3])[CH3:2]. The yield is 0.220. (3) The yield is 0.310. The catalyst is CO.[Cu]. The product is [CH3:9][O:8][C:5]1[CH:6]=[CH:7][C:2]([NH:1][C:13]2[C:14]3[C:15](=[CH:4][CH:5]=[CH:6][CH:7]=3)[N:10]=[C:11]([CH3:16])[N:12]=2)=[N:3][CH:4]=1. The reactants are [NH2:1][C:2]1[CH:7]=[CH:6][C:5]([O:8][CH3:9])=[CH:4][N:3]=1.[NH2:10][C:11]1[CH:16]=[CH:15][C:14](I)=[CH:13][N:12]=1.C[O-].[Na+]. (4) The reactants are [C:1]([O:5][C:6]([N:8]1[CH2:13][CH2:12][CH:11]([O:14][C:15]2[CH:20]=[CH:19][C:18]([N+:21]([O-:23])=[O:22])=[CH:17][C:16]=2[C:24]([O:26]CC)=[O:25])[CH2:10][CH2:9]1)=[O:7])([CH3:4])([CH3:3])[CH3:2].[OH-].[K+]. The catalyst is C(O)C. The product is [C:1]([O:5][C:6]([N:8]1[CH2:9][CH2:10][CH:11]([O:14][C:15]2[CH:20]=[CH:19][C:18]([N+:21]([O-:23])=[O:22])=[CH:17][C:16]=2[C:24]([OH:26])=[O:25])[CH2:12][CH2:13]1)=[O:7])([CH3:4])([CH3:2])[CH3:3]. The yield is 0.960.